From a dataset of Reaction yield outcomes from USPTO patents with 853,638 reactions. Predict the reaction yield, written as a fraction of the theoretical maximum amount of product (1.0 means a 100% yield; for example, 0.34 means a 34% yield). (1) The reactants are N(C(OCC1C2C(=CC=CC=2)C2C1=CC=CC=2)=O)[C@@H](C(O)=O)CCC(=O)[OH:6].[CH2:28]1[CH2:33][CH2:32][CH:31]([N:34]=[C:35]=[N:36][CH:37]2[CH2:42][CH2:41][CH2:40][CH2:39][CH2:38]2)[CH2:30][CH2:29]1. The catalyst is O1CCCC1. The product is [CH:37]1([NH:36][C:35]([NH:34][CH:31]2[CH2:30][CH2:29][CH2:28][CH2:33][CH2:32]2)=[O:6])[CH2:42][CH2:41][CH2:40][CH2:39][CH2:38]1. The yield is 0.780. (2) The catalyst is ClCCl. The product is [C:1]([NH:5][C:9](=[O:10])[CH2:8][CH2:7][Cl:6])([CH3:4])([CH3:3])[CH3:2]. The reactants are [C:1]([NH2:5])([CH3:4])([CH3:3])[CH3:2].[Cl:6][CH2:7][CH2:8][C:9](Cl)=[O:10].[OH-].[Na+]. The yield is 0.990. (3) The reactants are [Cl:1][C:2]1[CH:3]=[C:4]([CH:6]=[CH:7][C:8]=1[O:9][C:10]1[C:19]2[C:14](=[CH:15][C:16]([O:22][CH3:23])=[C:17]([O:20][CH3:21])[CH:18]=2)[N:13]=[CH:12][CH:11]=1)[NH2:5].C(O)C.[CH3:27][C:28]1[CH:33]=[CH:32][CH:31]=[CH:30][C:29]=1[C:34]([N:36]=[C:37]=[S:38])=[O:35]. The catalyst is C1(C)C=CC=CC=1. The product is [Cl:1][C:2]1[CH:3]=[C:4]([NH:5][C:37]([NH:36][C:34](=[O:35])[C:29]2[CH:30]=[CH:31][CH:32]=[CH:33][C:28]=2[CH3:27])=[S:38])[CH:6]=[CH:7][C:8]=1[O:9][C:10]1[C:19]2[C:14](=[CH:15][C:16]([O:22][CH3:23])=[C:17]([O:20][CH3:21])[CH:18]=2)[N:13]=[CH:12][CH:11]=1. The yield is 0.900. (4) The reactants are [CH3:1][C@H:2]1[O:7][C@@H:6]([CH3:8])[CH2:5][N:4]([C:9]2[CH:16]=[CH:15][C:12]([C:13]#[N:14])=[CH:11][C:10]=2[CH:17]=[O:18])[CH2:3]1.C(=O)([O-])[O-:20].[K+].[K+].OO.CS(C)=O. The catalyst is CC(C)=O.[Cl-].[Na+].O. The product is [CH3:1][C@H:2]1[O:7][C@@H:6]([CH3:8])[CH2:5][N:4]([C:9]2[CH:16]=[CH:15][C:12]([C:13]([NH2:14])=[O:20])=[CH:11][C:10]=2[CH:17]=[O:18])[CH2:3]1. The yield is 0.110. (5) The reactants are [C:1]1([C:7]([OH:9])=[O:8])([C:4](O)=[O:5])[CH2:3][CH2:2]1.C(N(CC)CC)C.S(Cl)(Cl)=O.[C:21]1([NH2:27])[CH:26]=[CH:25][CH:24]=[CH:23][CH:22]=1. The catalyst is C1COCC1.C(OCC)(=O)C. The product is [C:21]1([NH:27][C:4]([C:1]2([C:7]([OH:9])=[O:8])[CH2:3][CH2:2]2)=[O:5])[CH:26]=[CH:25][CH:24]=[CH:23][CH:22]=1. The yield is 0.608. (6) The reactants are [CH2:1]([O:3][C:4](=[O:16])[CH2:5][O:6][C:7]1[CH:12]=[CH:11][CH:10]=[CH:9][C:8]=1[CH2:13][CH:14]=[CH2:15])[CH3:2].[H][H]. The catalyst is C(O)C.[Pd]. The product is [CH2:1]([O:3][C:4](=[O:16])[CH2:5][O:6][C:7]1[CH:12]=[CH:11][CH:10]=[CH:9][C:8]=1[CH2:13][CH2:14][CH3:15])[CH3:2]. The yield is 0.980. (7) The reactants are N1[CH:6]=[CH:5][CH:4]=[C:3]([CH:7]([CH:12]2N3[CH2:18][CH2:19][CH:14](C(=O)C3)[CH2:13]2)C[N+]([O-])=O)C=1.[CH2:21](O)C. The catalyst is [Ni]. The product is [CH3:21][CH2:18][CH2:19][CH2:14][CH2:13][CH2:12][CH2:7][CH2:3][CH2:4][CH2:5][CH3:6]. The yield is 0.670. (8) The reactants are [C:1]([OH:5])(=[O:4])[CH:2]=O.O.[CH3:7][O:8][C:9]1[CH:10]=[C:11]2[C:16](=[CH:17][CH:18]=1)[C:15](=[O:19])[CH2:14][CH2:13][CH2:12]2.S(=O)(=O)(O)O. The catalyst is COCCOCCOC. The product is [CH3:7][O:8][C:9]1[CH:10]=[C:11]2[C:16](=[CH:17][CH:18]=1)[C:15](=[O:19])[C:14](=[CH:2][C:1]([OH:5])=[O:4])[CH2:13][CH2:12]2. The yield is 0.850. (9) The reactants are [C:1]([O:5][C:6]([N:8]1[CH2:14][CH2:13][C:12]2[CH:15]=[C:16]([OH:19])[CH:17]=[CH:18][C:11]=2[CH2:10][CH2:9]1)=[O:7])([CH3:4])([CH3:3])[CH3:2].C(=O)([O-])[O-].[K+].[K+].[I-].[K+].[CH2:28](Br)[C:29]1[CH:34]=[CH:33][CH:32]=[CH:31][CH:30]=1. The catalyst is CC(=O)CC. The product is [C:1]([O:5][C:6]([N:8]1[CH2:14][CH2:13][C:12]2[CH:15]=[C:16]([O:19][CH2:28][C:29]3[CH:34]=[CH:33][CH:32]=[CH:31][CH:30]=3)[CH:17]=[CH:18][C:11]=2[CH2:10][CH2:9]1)=[O:7])([CH3:4])([CH3:2])[CH3:3]. The yield is 1.00. (10) The reactants are [O:1]=[C:2]1[C:7]([CH2:8][C:9]2[CH:14]=[CH:13][C:12]([C:15]3[C:16]([C:21]#[N:22])=[CH:17][CH:18]=[CH:19][CH:20]=3)=[CH:11][CH:10]=2)=[C:6]([CH2:23][CH2:24][CH3:25])[N:5]2[N:26]=[CH:27][N:28]=[C:4]2[NH:3]1.[CH3:29][C:30]1([O:33][CH2:32]1)[CH3:31].C(=O)([O-])[O-].[K+].[K+].CN(C)C(=O)C. The catalyst is C(OCC)(=O)C. The product is [OH:33][C:30]([CH3:32])([CH3:31])[CH2:29][N:3]1[C:2](=[O:1])[C:7]([CH2:8][C:9]2[CH:10]=[CH:11][C:12]([C:15]3[C:16]([C:21]#[N:22])=[CH:17][CH:18]=[CH:19][CH:20]=3)=[CH:13][CH:14]=2)=[C:6]([CH2:23][CH2:24][CH3:25])[N:5]2[N:26]=[CH:27][N:28]=[C:4]12. The yield is 0.790.